From a dataset of Full USPTO retrosynthesis dataset with 1.9M reactions from patents (1976-2016). Predict the reactants needed to synthesize the given product. (1) Given the product [Cl:40][C:41]1[CH:42]=[C:43]([CH:47]=[CH:48][CH:49]=1)[C:44]([O:1][CH:2]1[CH2:20][CH:19]2[N:4]([C:5](=[O:39])[CH:6]([NH:31][C:32]([O:34][C:35]([CH3:36])([CH3:38])[CH3:37])=[O:33])[CH2:7][CH2:8][CH2:9][CH2:10][CH2:11][CH:12]=[CH:13][CH:14]3[C:16]([C:22]([NH:24][S:25]([CH:28]4[CH2:30][CH2:29]4)(=[O:27])=[O:26])=[O:23])([NH:17][C:18]2=[O:21])[CH2:15]3)[CH2:3]1)=[O:45], predict the reactants needed to synthesize it. The reactants are: [OH:1][CH:2]1[CH2:20][CH:19]2[N:4]([C:5](=[O:39])[CH:6]([NH:31][C:32]([O:34][C:35]([CH3:38])([CH3:37])[CH3:36])=[O:33])[CH2:7][CH2:8][CH2:9][CH2:10][CH2:11][CH:12]=[CH:13][CH:14]3[C:16]([C:22]([NH:24][S:25]([CH:28]4[CH2:30][CH2:29]4)(=[O:27])=[O:26])=[O:23])([NH:17][C:18]2=[O:21])[CH2:15]3)[CH2:3]1.[Cl:40][C:41]1[CH:42]=[C:43]([CH:47]=[CH:48][CH:49]=1)[C:44](Cl)=[O:45]. (2) Given the product [CH:31]1[C:32]2[CH:4]([CH2:1][O:5][C:6]([N:8]3[CH2:12][CH2:11][CH2:10][C@H:9]3[C@H:13]([O:19][CH3:20])[C@@H:14]([CH3:18])[C:15]([OH:17])=[O:16])=[O:7])[C:34]3[C:26](=[CH:25][CH:24]=[CH:23][CH:22]=3)[C:27]=2[CH:28]=[CH:29][CH:30]=1, predict the reactants needed to synthesize it. The reactants are: [C:1]([O:5][C:6]([N:8]1[CH2:12][CH2:11][CH2:10][C@H:9]1[C@H:13]([O:19][CH3:20])[C@@H:14]([CH3:18])[C:15]([OH:17])=[O:16])=[O:7])([CH3:4])(C)C.Cl.[CH:22]1[C:34]2C(COC(ON3C(=O)CCC3=O)=O)[C:32]3[C:27](=[CH:28][CH:29]=[CH:30][CH:31]=3)[C:26]=2[CH:25]=[CH:24][CH:23]=1.CO. (3) The reactants are: [NH2:1][C:2]1[CH:7]=[CH:6][C:5]([C:8]2[CH:9]=[C:10]3[C:15](=[CH:16][CH:17]=2)[NH:14][C:13](=[O:18])[CH2:12][CH2:11]3)=[CH:4][CH:3]=1.CO[CH:21]1[CH2:25][CH2:24][CH:23](OC)O1. Given the product [N:1]1([C:2]2[CH:3]=[CH:4][C:5]([C:8]3[CH:9]=[C:10]4[C:15](=[CH:16][CH:17]=3)[NH:14][C:13](=[O:18])[CH2:12][CH2:11]4)=[CH:6][CH:7]=2)[C:21]2[C:25](=[CH:7][CH:2]=[CH:3][CH:4]=2)[CH:24]=[CH:23]1, predict the reactants needed to synthesize it.